This data is from Forward reaction prediction with 1.9M reactions from USPTO patents (1976-2016). The task is: Predict the product of the given reaction. (1) Given the reactants [CH3:1][N:2]1[CH2:7][CH2:6][NH:5][CH2:4][CH2:3]1.C(N(CC)CC)C.[CH3:15][O:16][C:17]1[CH:22]=[CH:21][C:20]([N:23]2[C:32]3[C:27](=[CH:28][C:29]([F:34])=[C:30](F)[CH:31]=3)[C:26](=[O:35])[N:25]([O:36][CH2:37][C:38]3[CH:43]=[CH:42][CH:41]=[CH:40][CH:39]=3)[C:24]2=[O:44])=[CH:19][CH:18]=1, predict the reaction product. The product is: [CH3:15][O:16][C:17]1[CH:18]=[CH:19][C:20]([N:23]2[C:32]3[C:27](=[CH:28][C:29]([F:34])=[C:30]([N:5]4[CH2:6][CH2:7][N:2]([CH3:1])[CH2:3][CH2:4]4)[CH:31]=3)[C:26](=[O:35])[N:25]([O:36][CH2:37][C:38]3[CH:43]=[CH:42][CH:41]=[CH:40][CH:39]=3)[C:24]2=[O:44])=[CH:21][CH:22]=1. (2) Given the reactants [I:1][C:2]1[CH:3]=[C:4]2[C:8](=[CH:9][CH:10]=1)[NH:7][C:6](=[O:11])[C:5]2=O.[Cl:13][C:14]1[CH:19]=[CH:18][C:17]([S:20]([NH:23][NH2:24])(=[O:22])=[O:21])=[CH:16][C:15]=1[N+:25]([O-:27])=[O:26], predict the reaction product. The product is: [Cl:13][C:14]1[CH:19]=[CH:18][C:17]([S:20]([NH:23][N:24]=[C:5]2[C:4]3[C:8](=[CH:9][CH:10]=[C:2]([I:1])[CH:3]=3)[NH:7][C:6]2=[O:11])(=[O:22])=[O:21])=[CH:16][C:15]=1[N+:25]([O-:27])=[O:26].